The task is: Predict which catalyst facilitates the given reaction.. This data is from Catalyst prediction with 721,799 reactions and 888 catalyst types from USPTO. (1) Reactant: C([O:9][C@@H:10]1[C@H:14]([CH2:15][O:16]C(=O)C2C=CC=CC=2)[O:13][C@H:12]([N:25]2[CH:32]=[CH:31][C:29](=[O:30])[NH:28][C:26]2=[O:27])[C@H:11]1O)(=O)C1C=CC=CC=1. Product: [C@H:12]1([N:25]2[CH:32]=[CH:31][C:29](=[O:30])[NH:28][C:26]2=[O:27])[O:13][C@@H:14]([CH2:15][OH:16])[C@@H:10]([OH:9])[CH2:11]1. The catalyst class is: 24. (2) Reactant: C([N:8]1[CH2:12][CH:11]([C:13]2[CH:18]=[CH:17][C:16]([Cl:19])=[C:15]([Cl:20])[CH:14]=2)[CH:10]([CH2:21][O:22][C:23]2[CH:28]=[CH:27][C:26]([Cl:29])=[CH:25][CH:24]=2)[CH2:9]1)C1C=CC=CC=1.ClC(OCC(Cl)(Cl)Cl)=O. Product: [Cl:29][C:26]1[CH:25]=[CH:24][C:23]([O:22][CH2:21][CH:10]2[CH:11]([C:13]3[CH:18]=[CH:17][C:16]([Cl:19])=[C:15]([Cl:20])[CH:14]=3)[CH2:12][NH:8][CH2:9]2)=[CH:28][CH:27]=1. The catalyst class is: 23. (3) Reactant: FC(F)(F)C([NH:5][C:6]1[C:10]([C:11]2[S:12][C:13]([NH:16][C:17](=[O:30])[CH2:18][C:19]3[CH:24]=[CH:23][CH:22]=[C:21]([O:25][CH2:26][CH2:27][CH2:28]Cl)[CH:20]=3)=[N:14][N:15]=2)=[N:9][O:8][N:7]=1)=O.[NH2:33][CH:34]1[CH2:39][CH2:38][N:37](C(OC(C)(C)C)=O)[CH2:36][CH2:35]1.CCO. Product: [NH:37]1[CH2:38][CH2:39][CH:34]([NH:33][CH2:28][CH2:27][CH2:26][O:25][C:21]2[CH:20]=[C:19]([CH2:18][C:17]([NH:16][C:13]3[S:12][C:11]([C:10]4[C:6]([NH2:5])=[N:7][O:8][N:9]=4)=[N:15][N:14]=3)=[O:30])[CH:24]=[CH:23][CH:22]=2)[CH2:35][CH2:36]1. The catalyst class is: 6. (4) Reactant: [O:1]1[CH:5]=[CH:4][CH:3]=[C:2]1[C:6]1[NH:18][C:9]2=[N:10][CH:11]=[CH:12][C:13]([C:14]([O:16]C)=[O:15])=[C:8]2[N:7]=1.O[Li].O. Product: [O:1]1[CH:5]=[CH:4][CH:3]=[C:2]1[C:6]1[NH:18][C:9]2=[N:10][CH:11]=[CH:12][C:13]([C:14]([OH:16])=[O:15])=[C:8]2[N:7]=1. The catalyst class is: 20.